From a dataset of Reaction yield outcomes from USPTO patents with 853,638 reactions. Predict the reaction yield, written as a fraction of the theoretical maximum amount of product (1.0 means a 100% yield; for example, 0.34 means a 34% yield). (1) The reactants are [CH3:1][C:2]1([C:5]([OH:7])=O)[CH2:4][CH2:3]1.[S:8]1[CH:12]=[CH:11][CH:10]=[C:9]1[CH2:13][NH2:14].C(N(CC)CC)C.CCN=C=NCCCN(C)C.Cl. The catalyst is C(Cl)Cl.CN(C1C=CN=CC=1)C. The product is [S:8]1[CH:12]=[CH:11][CH:10]=[C:9]1[CH2:13][NH:14][C:5]([C:2]1([CH3:1])[CH2:4][CH2:3]1)=[O:7]. The yield is 0.390. (2) The reactants are [OH:1][C:2]1([CH:16]2[CH2:21][CH2:20][CH2:19][CH2:18][C:17]2=O)[CH2:5][N:4]([C:6]([O:8][CH2:9][C:10]2[CH:15]=[CH:14][CH:13]=[CH:12][CH:11]=2)=[O:7])[CH2:3]1.C([O-])(=O)C.[NH4+].C([BH3-])#[N:29].[Na+].Cl. The catalyst is CO. The product is [CH2:9]([O:8][C:6]([N:4]1[CH2:5][C:2]([CH:16]2[CH2:21][CH2:20][CH2:19][CH2:18][CH:17]2[NH2:29])([OH:1])[CH2:3]1)=[O:7])[C:10]1[CH:15]=[CH:14][CH:13]=[CH:12][CH:11]=1. The yield is 0.730. (3) The reactants are [NH:1]1[C:5]2=[N:6][CH:7]=[CH:8][C:9]([C:10]3[CH:11]=[C:12]([C:16]([CH3:20])([CH3:19])[C:17]#[N:18])[CH:13]=[CH:14][CH:15]=3)=[C:4]2[CH:3]=[N:2]1.[H-].[Al+3].[Li+].[H-].[H-].[H-]. The catalyst is O1CCCC1. The product is [NH:1]1[C:5]2=[N:6][CH:7]=[CH:8][C:9]([C:10]3[CH:11]=[C:12]([C:16]([CH3:20])([CH3:19])[CH2:17][NH2:18])[CH:13]=[CH:14][CH:15]=3)=[C:4]2[CH:3]=[N:2]1. The yield is 0.540.